This data is from Experimentally validated miRNA-target interactions with 360,000+ pairs, plus equal number of negative samples. The task is: Binary Classification. Given a miRNA mature sequence and a target amino acid sequence, predict their likelihood of interaction. (1) The miRNA is hsa-miR-6514-3p with sequence CUGCCUGUUCUUCCACUCCAG. The protein sequence of the target gene is MAVEQDIFDAVVMADERFHGEGYQEGYEEGSSLGIVEGKRYGMVHGAKIGSEIGCYRGFALAWKCLLHSGAGEKDSRKMKVVEALIALLQDFPYDDPTYEKLHEDLDRIRGKFRQLCSLLNVQPDFKVTPGGSGLAF. Result: 0 (no interaction). (2) The miRNA is mmu-miR-362-5p with sequence AAUCCUUGGAACCUAGGUGUGAAU. The protein sequence of the target gene is MAHNKIPPRWLNCPRRGQPVAGRFLPLKTMLGPRYDSQVAEENRFHPSMLSNYLKSLKVKMGLLVDLTNTSRFYDRNDIEKEGIKYIKLQCKGHGECPTTENTETFIRLCERFNERNPPELIGVHCTHGFNRTGFLICAFLVEKMDWSIEAAVATFAQARPPGIYKGDYLKELFRRYGDIEEAPPPPLLPDWCFEDDEDEDEDEDGKKESEPGSSASFGKRRKERLKLGAIFLEGVTVKGVTQVTTQPKLGEVQQKCHQFCGWEGSGFPGAQPVSMDKQNIKLLDLKPYKVSWKADGTRY.... Result: 0 (no interaction). (3) The miRNA is rno-miR-335 with sequence UCAAGAGCAAUAACGAAAAAUGU. The protein sequence of the target gene is MALPTARPLLGSCGTPALGSLLFLLFSLGWVQPSRTLAGETGQEAAPLDGVLANPPNISSLSPRQLLGFPCAEVSGLSTERVRELAVALAQKNVKLSTEQLRCLAHRLSEPPEDLDALPLDLLLFLNPDAFSGPQACTRFFSRITKANVDLLPRGAPERQRLLPAALACWGVRGSLLSEADVRALGGLACDLPGRFVAESAEVLLPRLVSCPGPLDQDQQEAARAALQGGGPPYGPPSTWSVSTMDALRGLLPVLGQPIIRSIPQGIVAAWRQRSSRDPSWRQPERTILRPRFRREVEKT.... Result: 0 (no interaction).